Dataset: Forward reaction prediction with 1.9M reactions from USPTO patents (1976-2016). Task: Predict the product of the given reaction. (1) Given the reactants [CH:1]([C:3]1[S:4][C:5]([C:8]([O:10][C:11]([CH3:14])([CH3:13])[CH3:12])=[O:9])=[CH:6][N:7]=1)=O.[CH3:15][C:16]([S@@:19]([NH2:21])=[O:20])([CH3:18])[CH3:17].C(=O)([O-])[O-].[Cs+].[Cs+].O, predict the reaction product. The product is: [C:16]([S@@:19](/[N:21]=[CH:1]/[C:3]1[S:4][C:5]([C:8]([O:10][C:11]([CH3:14])([CH3:13])[CH3:12])=[O:9])=[CH:6][N:7]=1)=[O:20])([CH3:18])([CH3:17])[CH3:15]. (2) Given the reactants [Br:1][CH2:2][C:3]([O:5][CH2:6][CH3:7])=[O:4].[NH2:8][C:9]1[CH:14]=[CH:13][CH:12]=[CH:11][N:10]=1, predict the reaction product. The product is: [BrH:1].[CH2:6]([O:5][C:3](=[O:4])[CH2:2][N:10]1[CH:11]=[CH:12][CH:13]=[CH:14][C:9]1=[NH:8])[CH3:7].